This data is from Reaction yield outcomes from USPTO patents with 853,638 reactions. The task is: Predict the reaction yield, written as a fraction of the theoretical maximum amount of product (1.0 means a 100% yield; for example, 0.34 means a 34% yield). (1) The reactants are [C:1]([C:3]1[C:4]([S:23][CH2:24][C:25]([NH2:27])=[O:26])=[N:5][C:6]([NH:19][CH:20]2[CH2:22][CH2:21]2)=[N:7][C:8]=1[C:9]1[CH:14]=[CH:13][C:12]([C:15]([F:18])([F:17])[F:16])=[CH:11][CH:10]=1)#[N:2].[Na].O.C(O)(=O)C. The catalyst is C(O)C. The product is [NH2:2][C:1]1[C:3]2[C:8]([C:9]3[CH:14]=[CH:13][C:12]([C:15]([F:18])([F:16])[F:17])=[CH:11][CH:10]=3)=[N:7][C:6]([NH:19][CH:20]3[CH2:21][CH2:22]3)=[N:5][C:4]=2[S:23][C:24]=1[C:25]([NH2:27])=[O:26]. The yield is 0.0460. (2) The reactants are [C:1]([O:5][C:6]([N:8]1[CH2:12][CH:11]([OH:13])[CH2:10][CH:9]1[C:14]([O:16][CH2:17][C:18]([C:20]1[CH:25]=[CH:24][C:23]([Br:26])=[CH:22][CH:21]=1)=[O:19])=[O:15])=[O:7])([CH3:4])([CH3:3])[CH3:2].[F:27][C:28]([F:36])(S(F)(=O)=O)C(O)=O. The catalyst is CC#N.C(OCC)(=O)C. The product is [C:1]([O:5][C:6]([N:8]1[CH2:12][CH:11]([O:13][CH:28]([F:36])[F:27])[CH2:10][CH:9]1[C:14]([O:16][CH2:17][C:18]([C:20]1[CH:25]=[CH:24][C:23]([Br:26])=[CH:22][CH:21]=1)=[O:19])=[O:15])=[O:7])([CH3:4])([CH3:2])[CH3:3]. The yield is 0.610. (3) The reactants are [NH2:1][C:2]1[CH:3]=[CH:4][C:5]([CH3:25])=[C:6]([CH:24]=1)[NH:7][C:8]1[CH:13]=[C:12]([C:14]([F:17])([F:16])[F:15])[N:11]=[C:10]([C:18]2[CH:23]=[CH:22][N:21]=[CH:20][CH:19]=2)[N:9]=1.[C:26]1([CH3:35])[CH:31]=[CH:30][C:29]([C:32](Cl)=[O:33])=[CH:28][CH:27]=1.O. The catalyst is N1C=CC=CC=1. The product is [CH3:35][C:26]1[CH:31]=[CH:30][C:29]([C:32]([NH:1][C:2]2[CH:3]=[CH:4][C:5]([CH3:25])=[C:6]([NH:7][C:8]3[CH:13]=[C:12]([C:14]([F:16])([F:17])[F:15])[N:11]=[C:10]([C:18]4[CH:23]=[CH:22][N:21]=[CH:20][CH:19]=4)[N:9]=3)[CH:24]=2)=[O:33])=[CH:28][CH:27]=1. The yield is 0.940. (4) The reactants are [Cl:1][C:2]1[C:3]([N:32]([CH3:34])[CH3:33])=[CH:4][C:5]2[O:10][CH:9]([C:11]([N:13]3[CH2:18][CH2:17][C:16]([C:27]#[N:28])([CH2:19][C:20]4[CH:25]=[CH:24][C:23]([F:26])=[CH:22][CH:21]=4)[CH2:15][CH2:14]3)=[O:12])[CH2:8][N:7]([C:29]#[N:30])[C:6]=2[CH:31]=1.[NH4+].[Cl-].[N-:37]=[N+:38]=[N-:39].[Na+]. The catalyst is CN(C=O)C.C(OCC)(=O)C. The product is [Cl:1][C:2]1[C:3]([N:32]([CH3:33])[CH3:34])=[CH:4][C:5]2[O:10][CH:9]([C:11]([N:13]3[CH2:18][CH2:17][C:16]([CH2:19][C:20]4[CH:25]=[CH:24][C:23]([F:26])=[CH:22][CH:21]=4)([C:27]#[N:28])[CH2:15][CH2:14]3)=[O:12])[CH2:8][N:7]([C:29]3[N:37]=[N:38][NH:39][N:30]=3)[C:6]=2[CH:31]=1. The yield is 0.0770. (5) The reactants are [C:1]1(=O)[CH2:7][CH2:6][CH2:5][CH2:4][CH2:3][CH2:2]1.[Br:9][C:10]1[CH:15]=[CH:14][C:13]([C:16]([C:18]2[CH:23]=[CH:22][C:21]([OH:24])=[CH:20][CH:19]=2)=O)=[C:12]([F:25])[CH:11]=1.O.C([O-])([O-])=O.[K+].[K+]. The catalyst is O1CCCC1.[Zn].Cl[Ti](Cl)(Cl)Cl. The product is [Br:9][C:10]1[CH:15]=[CH:14][C:13]([C:16](=[C:1]2[CH2:7][CH2:6][CH2:5][CH2:4][CH2:3][CH2:2]2)[C:18]2[CH:23]=[CH:22][C:21]([OH:24])=[CH:20][CH:19]=2)=[C:12]([F:25])[CH:11]=1. The yield is 0.880. (6) The reactants are [CH3:1][O:2][C:3]([C:5]1[CH:6]=[C:7]([N:11]=[C:12]=[S:13])[CH:8]=[CH:9][CH:10]=1)=[O:4].C(OC)(=O)C[SH:16].C(N(CC)CC)C.[CH3:27][CH2:28][O:29]C(C)=O.CCCCCC. The product is [CH3:1][O:2][C:3]([C:5]1[CH:6]=[C:7]([N:11]2[C:28](=[O:29])[CH2:27][S:13][C:12]2=[S:16])[CH:8]=[CH:9][CH:10]=1)=[O:4]. The catalyst is ClCCl. The yield is 0.480.